Predict the reactants needed to synthesize the given product. From a dataset of Full USPTO retrosynthesis dataset with 1.9M reactions from patents (1976-2016). (1) Given the product [OH:23][C:18]1[N:17]=[C:13]2[CH:12]=[C:11](/[CH:10]=[CH:9]/[C:6]3[S:7][CH:8]=[C:4]([CH:1]([CH3:3])[CH3:2])[N:5]=3)[CH:16]=[CH:15][N:14]2[C:20](=[O:21])[CH:19]=1, predict the reactants needed to synthesize it. The reactants are: [CH:1]([C:4]1[N:5]=[C:6](/[CH:9]=[CH:10]/[C:11]2[CH:16]=[CH:15][N:14]=[C:13]([NH2:17])[CH:12]=2)[S:7][CH:8]=1)([CH3:3])[CH3:2].[C:18](OC1C=CC(Cl)=C(Cl)C=1Cl)(=[O:23])[CH2:19][C:20]([O-])=[O:21]. (2) Given the product [C:38]([N:27]1[C:26](=[O:42])[C:25]([NH:24][CH2:23][CH2:22][CH2:21][O:20][C:4]2[CH:5]=[CH:6][CH:7]=[CH:8][C:3]=2[O:2][CH3:1])=[C:29]([C:30]2[CH:31]=[CH:32][CH:33]=[CH:34][CH:35]=2)[S:28]1(=[O:37])=[O:36])([CH3:40])([CH3:39])[CH3:41], predict the reactants needed to synthesize it. The reactants are: [CH3:1][O:2][C:3]1[CH:8]=[CH:7][CH:6]=[CH:5][C:4]=1O.CC1C=CC(S([O:20][CH2:21][CH2:22][CH2:23][NH:24][C:25]2[C:26](=[O:42])[N:27]([C:38]([CH3:41])([CH3:40])[CH3:39])[S:28](=[O:37])(=[O:36])[C:29]=2[C:30]2[CH:35]=[CH:34][CH:33]=[CH:32][CH:31]=2)(=O)=O)=CC=1. (3) Given the product [C:10]([CH2:9][C:6]1[CH:7]=[CH:8][C:3]([CH2:2][S:13][C:14]2[CH:15]=[C:16]([B:20]([OH:22])[OH:21])[CH:17]=[CH:18][CH:19]=2)=[CH:4][CH:5]=1)([OH:12])=[O:11], predict the reactants needed to synthesize it. The reactants are: Br[CH2:2][C:3]1[CH:8]=[CH:7][C:6]([CH2:9][C:10]([OH:12])=[O:11])=[CH:5][CH:4]=1.[SH:13][C:14]1[CH:15]=[C:16]([B:20]([OH:22])[OH:21])[CH:17]=[CH:18][CH:19]=1. (4) Given the product [OH:13][B:10]1[C:9]2[CH:14]=[C:5]([CH2:4][NH:1][C:31](=[O:32])[O:30][C:27]([CH3:29])([CH3:28])[CH3:26])[CH:6]=[CH:7][C:8]=2[CH2:12][O:11]1, predict the reactants needed to synthesize it. The reactants are: [N:1]([CH2:4][C:5]1[CH:6]=[CH:7][C:8]2[CH2:12][O:11][B:10]([OH:13])[C:9]=2[CH:14]=1)=[N+]=[N-].P(C)(C)C.C1COCC1.[OH-].[Na+].[CH3:26][C:27]([O:30][C:31](O[C:31]([O:30][C:27]([CH3:29])([CH3:28])[CH3:26])=[O:32])=[O:32])([CH3:29])[CH3:28]. (5) Given the product [F:23][C:2]([F:1])([F:22])[C:3]1[CH:8]=[CH:7][N:6]=[C:5]([C:9]2[CH2:10][CH2:11][NH:12][CH2:13][CH:14]=2)[CH:4]=1, predict the reactants needed to synthesize it. The reactants are: [F:1][C:2]([F:23])([F:22])[C:3]1[CH:8]=[CH:7][N:6]=[C:5]([C:9]2[CH2:10][CH2:11][N:12](C(OC(C)(C)C)=O)[CH2:13][CH:14]=2)[CH:4]=1. (6) Given the product [CH2:7]([C:11]([CH2:22][CH:23]([CH3:25])[CH3:24])([CH2:12][OH:13])[CH2:17][OH:18])[CH:8]([CH3:10])[CH3:9], predict the reactants needed to synthesize it. The reactants are: [H-].[H-].[H-].[H-].[Li+].[Al+3].[CH2:7]([C:11]([CH2:22][CH:23]([CH3:25])[CH3:24])([C:17](OCC)=[O:18])[C:12](OCC)=[O:13])[CH:8]([CH3:10])[CH3:9].Cl.